This data is from Full USPTO retrosynthesis dataset with 1.9M reactions from patents (1976-2016). The task is: Predict the reactants needed to synthesize the given product. (1) Given the product [Cl:22][C:2]1[CH:7]=[CH:6][C:5]([C:8]2[S:12][C:11]([NH:13][C:14](=[O:16])[CH3:15])=[N:10][C:9]=2[CH3:17])=[CH:4][C:3]=1[S:18]([CH3:21])(=[O:20])=[O:19], predict the reactants needed to synthesize it. The reactants are: F[C:2]1[CH:7]=[CH:6][C:5]([C:8]2[S:12][C:11]([NH:13][C:14](=[O:16])[CH3:15])=[N:10][C:9]=2[CH3:17])=[CH:4][C:3]=1[S:18]([CH3:21])(=[O:20])=[O:19].[Cl:22]C1C=CC(CC(=O)C)=CC=1. (2) Given the product [F:28][C:25]1[CH:26]=[CH:27][C:22]2[N:23]([C:19]([C:17]3[N:16]=[C:15]([NH:29][C@@H:30]4[CH2:35][CH2:34][CH2:33][N:32]([C:36]([O:38][C:39]([CH3:42])([CH3:41])[CH3:40])=[O:37])[CH2:31]4)[CH:14]=[C:13]([N:1]4[CH:5]=[N:4][CH:3]=[N:2]4)[N:18]=3)=[CH:20][N:21]=2)[CH:24]=1, predict the reactants needed to synthesize it. The reactants are: [NH:1]1[CH:5]=[N:4][CH:3]=[N:2]1.C(=O)([O-])[O-].[Cs+].[Cs+].Cl[C:13]1[N:18]=[C:17]([C:19]2[N:23]3[CH:24]=[C:25]([F:28])[CH:26]=[CH:27][C:22]3=[N:21][CH:20]=2)[N:16]=[C:15]([NH:29][C@@H:30]2[CH2:35][CH2:34][CH2:33][N:32]([C:36]([O:38][C:39]([CH3:42])([CH3:41])[CH3:40])=[O:37])[CH2:31]2)[CH:14]=1. (3) Given the product [C:1]([O:5][C:6](=[O:27])[CH2:7][CH2:8][C@@H:9]([CH2:25][O:26][S:34]([C:37]1[CH:43]=[CH:42][C:40]([CH3:41])=[CH:39][CH:38]=1)(=[O:36])=[O:35])[CH2:10][C@H:11]1[CH2:15][O:14][C:13]([CH3:17])([CH3:16])[N:12]1[C:18]([O:20][C:21]([CH3:24])([CH3:23])[CH3:22])=[O:19])([CH3:2])([CH3:4])[CH3:3], predict the reactants needed to synthesize it. The reactants are: [C:1]([O:5][C:6](=[O:27])[CH2:7][CH2:8][C@@H:9]([CH2:25][OH:26])[CH2:10][C@H:11]1[CH2:15][O:14][C:13]([CH3:17])([CH3:16])[N:12]1[C:18]([O:20][C:21]([CH3:24])([CH3:23])[CH3:22])=[O:19])([CH3:4])([CH3:3])[CH3:2].N1C=CC=CC=1.[S:34](Cl)([C:37]1[CH:43]=[CH:42][C:40]([CH3:41])=[CH:39][CH:38]=1)(=[O:36])=[O:35]. (4) Given the product [Cl:1][C:2]1[CH:7]=[C:6]2[NH:8][C:9](=[O:32])[C:10]3([CH:15]([C:16]4[CH:21]=[CH:20][CH:19]=[C:18]([Cl:22])[CH:17]=4)[CH2:14][C:13](=[O:23])[NH:12][CH:11]3[C:24]3[CH:29]=[C:28]([C:37]#[CH:38])[CH:27]=[CH:26][C:25]=3[CH3:31])[C:5]2=[CH:4][CH:3]=1, predict the reactants needed to synthesize it. The reactants are: [Cl:1][C:2]1[CH:7]=[C:6]2[NH:8][C:9](=[O:32])[C:10]3([CH:15]([C:16]4[CH:21]=[CH:20][CH:19]=[C:18]([Cl:22])[CH:17]=4)[CH2:14][C:13](=[O:23])[NH:12][CH:11]3[C:24]3[CH:29]=[C:28](I)[CH:27]=[CH:26][C:25]=3[CH3:31])[C:5]2=[CH:4][CH:3]=1.C[Si]([C:37]#[CH:38])(C)C.C(N(CC)CC)C.[OH-].[Na+]. (5) Given the product [C:40]([O:39][C:37]([N:13]1[CH2:14][CH2:15][N:16]([C:17]([C:19]2[CH:23]=[C:22]([CH3:24])[N:21]([C:25]3[CH:30]=[CH:29][CH:28]=[CH:27][CH:26]=3)[C:20]=2[C:31]2[CH:32]=[CH:33][CH:34]=[CH:35][CH:36]=2)=[O:18])[CH:11]([CH2:10][O:9][C:8]2[CH:44]=[CH:45][C:5]([C:3]([OH:4])=[O:2])=[CH:6][CH:7]=2)[CH2:12]1)=[O:38])([CH3:43])([CH3:41])[CH3:42], predict the reactants needed to synthesize it. The reactants are: C[O:2][C:3]([C:5]1[CH:45]=[CH:44][C:8]([O:9][CH2:10][CH:11]2[N:16]([C:17]([C:19]3[CH:23]=[C:22]([CH3:24])[N:21]([C:25]4[CH:30]=[CH:29][CH:28]=[CH:27][CH:26]=4)[C:20]=3[C:31]3[CH:36]=[CH:35][CH:34]=[CH:33][CH:32]=3)=[O:18])[CH2:15][CH2:14][N:13]([C:37]([O:39][C:40]([CH3:43])([CH3:42])[CH3:41])=[O:38])[CH2:12]2)=[CH:7][CH:6]=1)=[O:4].[OH-].[K+].